Predict the reaction yield, written as a fraction of the theoretical maximum amount of product (1.0 means a 100% yield; for example, 0.34 means a 34% yield). From a dataset of Reaction yield outcomes from USPTO patents with 853,638 reactions. (1) The product is [C:1]([C:5]1[CH:10]=[CH:9][CH:8]=[CH:7][C:6]=1[N:11]1[CH2:12][CH2:13][CH2:14][CH2:15]1)([CH3:4])([CH3:2])[CH3:3]. The reactants are [C:1]([C:5]1[CH:10]=[CH:9][CH:8]=[CH:7][C:6]=1[N:11]1[C:15](=O)[CH2:14][CH2:13][C:12]1=O)([CH3:4])([CH3:3])[CH3:2].C1(C)C=CC=CC=1. The yield is 0.800. The catalyst is C1COCC1. (2) The reactants are O[C:2]1[N:7]=[CH:6][N:5]=[C:4]([C:8]([OH:10])=[O:9])[CH:3]=1.C(Cl)(C([Cl:15])=O)=O. The catalyst is CCOC(C)=O.CN(C=O)C. The product is [Cl:15][C:2]1[N:7]=[CH:6][N:5]=[C:4]([C:8]([OH:10])=[O:9])[CH:3]=1. The yield is 0.929. (3) The reactants are [Cl:1][C:2]1[CH:3]=[C:4]([NH2:14])[CH:5]=[CH:6][C:7]=1[C:8]1[CH:13]=[N:12][CH:11]=[CH:10][N:9]=1.[Br:15]N1C(=O)CCC1=O. The catalyst is C(Cl)Cl. The product is [Br:15][C:5]1[CH:6]=[C:7]([C:8]2[CH:13]=[N:12][CH:11]=[CH:10][N:9]=2)[C:2]([Cl:1])=[CH:3][C:4]=1[NH2:14]. The yield is 0.730. (4) The reactants are [N:1]1([CH2:6][CH2:7][O:8][C:9]2[CH:14]=[CH:13][C:12]([NH2:15])=[CH:11][C:10]=2[C:16]2[N:17]([CH3:21])[N:18]=[CH:19][CH:20]=2)[CH:5]=[CH:4][N:3]=[CH:2]1.[F:22][C:23]1[CH:28]=[C:27]([F:29])[CH:26]=[CH:25][C:24]=1[N:30]=[C:31]=[O:32]. The catalyst is ClCCl. The product is [F:22][C:23]1[CH:28]=[C:27]([F:29])[CH:26]=[CH:25][C:24]=1[NH:30][C:31]([NH:15][C:12]1[CH:13]=[CH:14][C:9]([O:8][CH2:7][CH2:6][N:1]2[CH:5]=[CH:4][N:3]=[CH:2]2)=[C:10]([C:16]2[N:17]([CH3:21])[N:18]=[CH:19][CH:20]=2)[CH:11]=1)=[O:32]. The yield is 0.750. (5) The reactants are [NH2:1][C:2]1[CH:10]=[C:9]([F:11])[CH:8]=[C:7]([F:12])[C:3]=1[C:4]([NH2:6])=[O:5].COC1C=C(OC)C=C2C=1C(=O)N[C:19]([C:27]1[CH:32]=[CH:31][CH:30]=[C:29]([N:33]3[CH2:38][CH2:37][N:36]([CH2:39][CH2:40]S(C)(=O)=O)[CH2:35][CH2:34]3)[N:28]=1)=N2.[C:46]1(C)C=CC(S(O)(=O)=O)=CC=1.OS([O-])=O.[Na+]. The catalyst is CC(N(C)C)=O. The product is [F:12][C:7]1[CH:8]=[C:9]([F:11])[CH:10]=[C:2]2[C:3]=1[C:4](=[O:5])[NH:6][C:19]([C:27]1[CH:32]=[CH:31][CH:30]=[C:29]([N:33]3[CH2:34][CH2:35][N:36]([CH:39]([CH3:40])[CH3:46])[CH2:37][CH2:38]3)[N:28]=1)=[N:1]2. The yield is 0.200.